Dataset: Peptide-MHC class II binding affinity with 134,281 pairs from IEDB. Task: Regression. Given a peptide amino acid sequence and an MHC pseudo amino acid sequence, predict their binding affinity value. This is MHC class II binding data. The binding affinity (normalized) is 0.880. The peptide sequence is VIDWLVSNQSVRNRQEGL. The MHC is DRB3_0202 with pseudo-sequence DRB3_0202.